From a dataset of Forward reaction prediction with 1.9M reactions from USPTO patents (1976-2016). Predict the product of the given reaction. (1) Given the reactants [CH:1]([C:3]1[CH:4]=[C:5]([CH2:9][N:10]([CH3:18])[C:11](=[O:17])[O:12][C:13]([CH3:16])([CH3:15])[CH3:14])[CH:6]=[N:7][CH:8]=1)=[O:2].[CH3:19][Mg+].[Br-], predict the reaction product. The product is: [OH:2][CH:1]([C:3]1[CH:4]=[C:5]([CH2:9][N:10]([CH3:18])[C:11](=[O:17])[O:12][C:13]([CH3:14])([CH3:15])[CH3:16])[CH:6]=[N:7][CH:8]=1)[CH3:19]. (2) Given the reactants [CH3:1][CH:2]([NH2:4])[CH3:3].[C:5]1([C:24]2[CH:29]=[CH:28][CH:27]=[CH:26][CH:25]=2)[CH:10]=[CH:9][CH:8]=[CH:7][C:6]=1[CH2:11][C:12]1[NH:13][C:14](=[O:23])[C:15]([OH:22])=[C:16]([C:18](OC)=[O:19])[N:17]=1, predict the reaction product. The product is: [CH:2]([NH:4][C:18]([C:16]1[N:17]=[C:12]([CH2:11][C:6]2[CH:7]=[CH:8][CH:9]=[CH:10][C:5]=2[C:24]2[CH:29]=[CH:28][CH:27]=[CH:26][CH:25]=2)[NH:13][C:14](=[O:23])[C:15]=1[OH:22])=[O:19])([CH3:3])[CH3:1]. (3) Given the reactants [Cl:1][C:2]1[CH:7]=[C:6]([CH:8]2[CH2:10][CH2:9]2)[CH:5]=[C:4]([CH3:11])[C:3]=1[NH2:12].C(=O)(O)[O-].[Na+].[C:18](Cl)(Cl)=[S:19], predict the reaction product. The product is: [Cl:1][C:2]1[CH:7]=[C:6]([CH:8]2[CH2:9][CH2:10]2)[CH:5]=[C:4]([CH3:11])[C:3]=1[N:12]=[C:18]=[S:19]. (4) Given the reactants [OH:1][CH:2]1[CH2:7][CH2:6][CH:5]([N:8]2[C:13](=[O:14])[C:12]([CH2:15][C:16]3[CH:21]=[CH:20][C:19]([C:22]4[C:23]([C:28]#[N:29])=[CH:24][CH:25]=[CH:26][CH:27]=4)=[CH:18][CH:17]=3)=[C:11]([CH2:30][CH2:31][CH3:32])[N:10]3[N:33]=[C:34]([C:36]([F:39])([F:38])[F:37])[N:35]=[C:9]23)[CH2:4][CH2:3]1.[N+](=[CH:42][C:43]([O:45][CH2:46][CH3:47])=[O:44])=[N-], predict the reaction product. The product is: [C:28]([C:23]1[CH:24]=[CH:25][CH:26]=[CH:27][C:22]=1[C:19]1[CH:18]=[CH:17][C:16]([CH2:15][C:12]2[C:13](=[O:14])[N:8]([CH:5]3[CH2:6][CH2:7][CH:2]([O:1][CH2:42][C:43]([O:45][CH2:46][CH3:47])=[O:44])[CH2:3][CH2:4]3)[C:9]3[N:10]([N:33]=[C:34]([C:36]([F:38])([F:39])[F:37])[N:35]=3)[C:11]=2[CH2:30][CH2:31][CH3:32])=[CH:21][CH:20]=1)#[N:29]. (5) Given the reactants [F:1][C:2]([F:19])([C:15]([F:18])([F:17])[F:16])[C:3]([F:14])([F:13])[C:4]1[C:8]([N+:9]([O-])=O)=[C:7]([CH3:12])[NH:6][N:5]=1, predict the reaction product. The product is: [F:19][C:2]([F:1])([C:15]([F:17])([F:18])[F:16])[C:3]([F:13])([F:14])[C:4]1[C:8]([NH2:9])=[C:7]([CH3:12])[NH:6][N:5]=1.